From a dataset of Reaction yield outcomes from USPTO patents with 853,638 reactions. Predict the reaction yield, written as a fraction of the theoretical maximum amount of product (1.0 means a 100% yield; for example, 0.34 means a 34% yield). (1) The reactants are [Cl:1][C:2]1[C:7]([F:8])=[CH:6][CH:5]=[C:4]([Cl:9])[C:3]=1[C@H:10]([O:12][C:13]1[C:14]2[O:24][CH:23]=[CH:22][C:15]=2[CH:16]=[N:17][C:18]=1[N+:19]([O-])=O)[CH3:11].Cl. The catalyst is CCO.[Fe]. The product is [Cl:1][C:2]1[C:7]([F:8])=[CH:6][CH:5]=[C:4]([Cl:9])[C:3]=1[C@H:10]([O:12][C:13]1[C:14]2[O:24][CH:23]=[CH:22][C:15]=2[CH:16]=[N:17][C:18]=1[NH2:19])[CH3:11]. The yield is 0.680. (2) The reactants are [NH2:1][C:2]1[CH:7]=[CH:6][CH:5]=[C:4]([CH3:8])[N:3]=1.[N+:9]([C:11]1[CH:20]=[CH:19][C:14]2[O:15][CH2:16][CH2:17][O:18][C:13]=2[CH:12]=1)#[C-:10].[F:21][C:22]1[CH:29]=[C:28]([O:30][CH2:31][CH2:32][F:33])[CH:27]=[C:26]([F:34])[C:23]=1[CH:24]=O. The catalyst is O1CCOCC1.[Cl-].[Zn+2].[Cl-]. The product is [F:21][C:22]1[CH:29]=[C:28]([O:30][CH2:31][CH2:32][F:33])[CH:27]=[C:26]([F:34])[C:23]=1[C:24]1[N:1]=[C:2]2[CH:7]=[CH:6][CH:5]=[C:4]([CH3:8])[N:3]2[C:10]=1[NH:9][C:11]1[CH:20]=[CH:19][C:14]2[O:15][CH2:16][CH2:17][O:18][C:13]=2[CH:12]=1. The yield is 0.0400. (3) The reactants are CC([O-])(C)C.[K+].CC1C=CC(S([CH2:17][N+:18]#[C-])(=O)=O)=CC=1.[Cl:20][C:21]1[CH:22]=[C:23]([CH:26]=[CH:27][C:28]=1[O:29][CH3:30])[CH:24]=O.CO. The catalyst is C1COCC1.O. The product is [Cl:20][C:21]1[CH:22]=[C:23]([CH2:24][C:17]#[N:18])[CH:26]=[CH:27][C:28]=1[O:29][CH3:30]. The yield is 0.830.